Dataset: Forward reaction prediction with 1.9M reactions from USPTO patents (1976-2016). Task: Predict the product of the given reaction. The product is: [OH:40][C:27]1[C:26](=[O:25])[N:14]([C:15]2[N:16]=[N:17][C:18]([O:21][CH3:22])=[CH:19][CH:20]=2)[CH:8]([C:7]2[CH:10]=[CH:11][C:4]([O:3][C:2]([F:13])([F:12])[F:1])=[CH:5][CH:6]=2)[C:28]=1[C:29](=[O:30])[C:31]1[CH:36]=[CH:35][C:34]([CH:37]([CH3:39])[CH3:38])=[CH:33][CH:32]=1. Given the reactants [F:1][C:2]([F:13])([F:12])[O:3][C:4]1[CH:11]=[CH:10][C:7]([CH:8]=O)=[CH:6][CH:5]=1.[NH2:14][C:15]1[N:16]=[N:17][C:18]([O:21][CH3:22])=[CH:19][CH:20]=1.C([O:25][C:26](=O)[C:27]([OH:40])=[CH:28][C:29]([C:31]1[CH:36]=[CH:35][C:34]([CH:37]([CH3:39])[CH3:38])=[CH:33][CH:32]=1)=[O:30])C, predict the reaction product.